From a dataset of Full USPTO retrosynthesis dataset with 1.9M reactions from patents (1976-2016). Predict the reactants needed to synthesize the given product. (1) Given the product [CH:5]1([C:2]([CH:8]2[CH2:10][CH2:9]2)([NH2:1])[CH2:3][NH2:4])[CH2:7][CH2:6]1, predict the reactants needed to synthesize it. The reactants are: [NH2:1][C:2]([CH:8]1[CH2:10][CH2:9]1)([CH:5]1[CH2:7][CH2:6]1)[C:3]#[N:4].[H-].C([Al+]CC(C)C)C(C)C. (2) Given the product [C:1]([O:5][C:6](=[O:14])[N:7]([CH2:8][CH2:9][CH2:10][C:11]#[C:12][C:17]1[CH:18]=[C:19]([C:20](=[O:21])[NH:22][C:23]2[CH:28]=[CH:27][C:26]([O:29][CH3:30])=[C:25]([O:31][CH3:32])[CH:24]=2)[CH:33]=[CH:34][C:16]=1[NH2:15])[CH3:13])([CH3:4])([CH3:3])[CH3:2], predict the reactants needed to synthesize it. The reactants are: [C:1]([O:5][C:6](=[O:14])[N:7]([CH3:13])[CH2:8][CH2:9][CH2:10][C:11]#[CH:12])([CH3:4])([CH3:3])[CH3:2].[NH2:15][C:16]1[CH:34]=[CH:33][C:19]([C:20]([NH:22][C:23]2[CH:28]=[CH:27][C:26]([O:29][CH3:30])=[C:25]([O:31][CH3:32])[CH:24]=2)=[O:21])=[CH:18][C:17]=1I.C(NCC)C. (3) Given the product [CH3:13][C:12]1[C:1]([C:26](=[O:28])[CH2:25][CH2:24][CH2:23][C:22]([C:15]2[C:20]([CH3:21])=[CH:19][CH:18]=[CH:17][N:16]=2)=[O:31])=[N:2][CH:3]=[CH:10][CH:11]=1, predict the reactants needed to synthesize it. The reactants are: [CH3:1][N:2](C)[CH2:3]CN(C)C.[Li][CH2:10][CH2:11][CH2:12][CH3:13].Br[C:15]1[C:20]([CH3:21])=[CH:19][CH:18]=[CH:17][N:16]=1.[C:22]([O:31]C)(=O)[CH2:23][CH2:24][CH2:25][C:26]([O:28]C)=O. (4) Given the product [C:1]([O:5][C:6]([N:8]([C@@H:22]1[CH2:26][CH2:25][N:24]([CH:27]([C:34]2[CH:39]=[CH:38][CH:37]=[CH:36][CH:35]=2)[C:28]2[CH:29]=[CH:30][CH:31]=[CH:32][CH:33]=2)[CH2:23]1)[C:9]1[N:14]=[CH:13][C:12](/[CH:15]=[CH:16]/[C:17]([OH:19])=[O:18])=[CH:11][CH:10]=1)=[O:7])([CH3:4])([CH3:2])[CH3:3], predict the reactants needed to synthesize it. The reactants are: [C:1]([O:5][C:6]([N:8]([C@@H:22]1[CH2:26][CH2:25][N:24]([CH:27]([C:34]2[CH:39]=[CH:38][CH:37]=[CH:36][CH:35]=2)[C:28]2[CH:33]=[CH:32][CH:31]=[CH:30][CH:29]=2)[CH2:23]1)[C:9]1[N:14]=[CH:13][C:12](/[CH:15]=[CH:16]/[C:17]([O:19]CC)=[O:18])=[CH:11][CH:10]=1)=[O:7])([CH3:4])([CH3:3])[CH3:2].[OH-].[Na+]. (5) Given the product [CH3:8][O:7][C:5](=[O:6])[C:4](=[C:23]([NH:25][C@H:26]1[CH2:32][CH2:31][CH2:30][CH2:29][N:28]([CH2:33][C:34](=[O:35])[N:36]2[CH2:37][CH2:38][CH2:39][CH2:40]2)[C:27]1=[O:41])[NH:22][C:19]1[CH:20]=[CH:21][C:15]2[O:14][C:13]([CH3:12])=[CH:17][C:16]=2[CH:18]=1)[C:3]([O:10][CH3:11])=[O:9], predict the reactants needed to synthesize it. The reactants are: [H-].[Na+].[C:3]([O:10][CH3:11])(=[O:9])[CH2:4][C:5]([O:7][CH3:8])=[O:6].[CH3:12][C:13]1[O:14][C:15]2[CH:21]=[CH:20][C:19]([N:22]=[C:23]=S)=[CH:18][C:16]=2[CH:17]=1.[NH2:25][C@H:26]1[CH2:32][CH2:31][CH2:30][CH2:29][N:28]([CH2:33][C:34]([N:36]2[CH2:40][CH2:39][CH2:38][CH2:37]2)=[O:35])[C:27]1=[O:41]. (6) Given the product [Cl:21][C:18]1[CH:19]=[CH:20][C:15]([S:12]([NH:11][C:10]2[C:5]([C:3]([OH:4])=[O:2])=[N:6][CH:7]=[CH:8][N:9]=2)(=[O:14])=[O:13])=[CH:16][C:17]=1[C:22]([F:23])([F:24])[F:25], predict the reactants needed to synthesize it. The reactants are: C[O:2][C:3]([C:5]1[C:10]([NH:11][S:12]([C:15]2[CH:20]=[CH:19][C:18]([Cl:21])=[C:17]([C:22]([F:25])([F:24])[F:23])[CH:16]=2)(=[O:14])=[O:13])=[N:9][CH:8]=[CH:7][N:6]=1)=[O:4].[OH-].[Na+].Cl. (7) Given the product [CH3:20][O:19][C:4]1[CH:3]=[C:2]([C:21]2[CH:26]=[CH:25][CH:24]=[CH:23][CH:22]=2)[C:10]2[O:9][C:8]([C:11]3[CH:16]=[CH:15][C:14]([O:17][CH3:18])=[CH:13][CH:12]=3)=[N:7][C:6]=2[CH:5]=1, predict the reactants needed to synthesize it. The reactants are: Br[C:2]1[C:10]2[O:9][C:8]([C:11]3[CH:16]=[CH:15][C:14]([O:17][CH3:18])=[CH:13][CH:12]=3)=[N:7][C:6]=2[CH:5]=[C:4]([O:19][CH3:20])[CH:3]=1.[C:21]1(B(O)O)[CH:26]=[CH:25][CH:24]=[CH:23][CH:22]=1.C(=O)([O-])[O-].[Na+].[Na+].C(O)C.